Regression. Given two drug SMILES strings and cell line genomic features, predict the synergy score measuring deviation from expected non-interaction effect. From a dataset of NCI-60 drug combinations with 297,098 pairs across 59 cell lines. (1) Drug 1: CC1=CC2C(CCC3(C2CCC3(C(=O)C)OC(=O)C)C)C4(C1=CC(=O)CC4)C. Drug 2: CS(=O)(=O)OCCCCOS(=O)(=O)C. Cell line: MALME-3M. Synergy scores: CSS=-1.91, Synergy_ZIP=1.74, Synergy_Bliss=2.98, Synergy_Loewe=-3.82, Synergy_HSA=-1.92. (2) Drug 2: COCCOC1=C(C=C2C(=C1)C(=NC=N2)NC3=CC=CC(=C3)C#C)OCCOC.Cl. Cell line: T-47D. Drug 1: C1=CN(C=N1)CC(O)(P(=O)(O)O)P(=O)(O)O. Synergy scores: CSS=3.00, Synergy_ZIP=0.134, Synergy_Bliss=1.19, Synergy_Loewe=0.379, Synergy_HSA=-0.647. (3) Drug 1: C1C(C(OC1N2C=NC3=C(N=C(N=C32)Cl)N)CO)O. Drug 2: CCC1=C2CN3C(=CC4=C(C3=O)COC(=O)C4(CC)O)C2=NC5=C1C=C(C=C5)O. Cell line: UO-31. Synergy scores: CSS=44.8, Synergy_ZIP=-4.99, Synergy_Bliss=-0.413, Synergy_Loewe=-3.12, Synergy_HSA=-0.338.